From a dataset of Forward reaction prediction with 1.9M reactions from USPTO patents (1976-2016). Predict the product of the given reaction. (1) The product is: [CH:1]1([CH2:4][N:5]2[CH:6]([CH2:19][C:20]([N:25]3[CH:24]=[CH:23][N:27]=[CH:26]3)=[O:22])[C:7]3[C:12](=[CH:11][CH:10]=[C:9]([C:15]([F:17])([F:16])[F:18])[CH:8]=3)[C:13]2=[O:14])[CH2:2][CH2:3]1. Given the reactants [CH:1]1([CH2:4][N:5]2[C:13](=[O:14])[C:12]3[C:7](=[CH:8][C:9]([C:15]([F:18])([F:17])[F:16])=[CH:10][CH:11]=3)[CH:6]2[CH2:19][C:20]([OH:22])=O)[CH2:3][CH2:2]1.[CH:23]1[N:27]=[CH:26][N:25](C([N:25]2[CH:26]=[N:27][CH:23]=[CH:24]2)=O)[CH:24]=1, predict the reaction product. (2) Given the reactants [H-].[Na+].[Br:3][C:4]1[CH:9]=[C:8]([Cl:10])[CH:7]=[CH:6][C:5]=1[OH:11].[Na].[F:13][C:14]([F:22])([F:21])[CH2:15]CS([O-])(=O)=O, predict the reaction product. The product is: [Br:3][C:4]1[CH:9]=[C:8]([Cl:10])[CH:7]=[CH:6][C:5]=1[O:11][CH2:15][C:14]([F:22])([F:21])[F:13]. (3) Given the reactants Cl[C:2]1[C:3]2[C:4](=[CH:14][N:15](CC3C=CC(OC)=CC=3)[N:16]=2)[N:5]=[C:6]([C:8]2[CH:13]=[CH:12][N:11]=[CH:10][CH:9]=2)[N:7]=1.[NH:26]1[CH:30]=[CH:29][C:28]([NH2:31])=[N:27]1.Cl, predict the reaction product. The product is: [NH:26]1[CH:30]=[CH:29][C:28]([NH:31][C:2]2[C:3]3[NH:16][N:15]=[CH:14][C:4]=3[N:5]=[C:6]([C:8]3[CH:9]=[CH:10][N:11]=[CH:12][CH:13]=3)[N:7]=2)=[N:27]1.